Task: Predict the reactants needed to synthesize the given product.. Dataset: Full USPTO retrosynthesis dataset with 1.9M reactions from patents (1976-2016) (1) The reactants are: [CH2:1]([O:8][C:9](=[O:27])[CH2:10][CH2:11][C@H:12]([N:16]1[C:24](=[O:25])[C:23]2[C:18](=[CH:19][CH:20]=[CH:21][CH:22]=2)[C:17]1=[O:26])[C:13](O)=[O:14])[C:2]1[CH:7]=[CH:6][CH:5]=[CH:4][CH:3]=1.P(Cl)(Cl)(Cl)(Cl)Cl.[CH2:34]([O:41][C:42]([N:44]1[CH2:49][CH2:48][CH2:47][C@@H:46]([C:50](=[O:60])[NH:51][CH2:52][CH2:53][C:54]2[CH:59]=[CH:58][CH:57]=[CH:56][CH:55]=2)[NH:45]1)=[O:43])[C:35]1[CH:40]=[CH:39][CH:38]=[CH:37][CH:36]=1.CN1CCOCC1. Given the product [CH2:34]([O:41][C:42]([N:44]1[CH2:49][CH2:48][CH2:47][C@@H:46]([C:50](=[O:60])[NH:51][CH2:52][CH2:53][C:54]2[CH:55]=[CH:56][CH:57]=[CH:58][CH:59]=2)[N:45]1[C:13](=[O:14])[C@@H:12]([N:16]1[C:17](=[O:26])[C:18]2[C:23](=[CH:22][CH:21]=[CH:20][CH:19]=2)[C:24]1=[O:25])[CH2:11][CH2:10][C:9]([O:8][CH2:1][C:2]1[CH:7]=[CH:6][CH:5]=[CH:4][CH:3]=1)=[O:27])=[O:43])[C:35]1[CH:40]=[CH:39][CH:38]=[CH:37][CH:36]=1, predict the reactants needed to synthesize it. (2) Given the product [Cl:1][C:2]1[CH:3]=[CH:4][C:5]([C:8]2[S:17][C:11]3[C:12](=[O:16])[N:13]([C:19]4[CH:24]=[N:23][C:22]([N:25]5[CH2:29][CH2:28][C@@H:27]([N:30]6[CH2:34][CH2:33][C@@H:32]([F:35])[CH2:31]6)[CH2:26]5)=[CH:21][CH:20]=4)[CH:14]=[CH:15][C:10]=3[CH:9]=2)=[CH:6][CH:7]=1, predict the reactants needed to synthesize it. The reactants are: [Cl:1][C:2]1[CH:7]=[CH:6][C:5]([C:8]2[S:17][C:11]3[C:12](=[O:16])[NH:13][CH:14]=[CH:15][C:10]=3[CH:9]=2)=[CH:4][CH:3]=1.Br[C:19]1[CH:20]=[CH:21][C:22]([N:25]2[CH2:29][CH2:28][C@@H:27]([N:30]3[CH2:34][CH2:33][C@@H:32]([F:35])[CH2:31]3)[CH2:26]2)=[N:23][CH:24]=1.C(=O)([O-])[O-].[Cs+].[Cs+].CNCCNC.[NH4+].[OH-].